This data is from Forward reaction prediction with 1.9M reactions from USPTO patents (1976-2016). The task is: Predict the product of the given reaction. (1) Given the reactants Cl.[CH3:2][CH:3]([CH2:8][N:9]1[CH2:14][CH2:13][CH2:12][CH2:11][CH2:10]1)[CH2:4][C:5]([OH:7])=[O:6].C(Cl)(=O)C(Cl)=O.C(OC([N:28]1[C:32]([NH2:33])=[CH:31][C:30]([C:34]2[CH:35]=[N:36][C:37]([O:40][CH3:41])=[CH:38][CH:39]=2)=[N:29]1)=O)(C)(C)C.Cl, predict the reaction product. The product is: [CH:5]([OH:7])=[O:6].[CH3:41][O:40][C:37]1[N:36]=[CH:35][C:34]([C:30]2[CH:31]=[C:32]([NH:33][C:5](=[O:7])[CH2:4][CH:3]([CH3:2])[CH2:8][N:9]3[CH2:14][CH2:13][CH2:12][CH2:11][CH2:10]3)[NH:28][N:29]=2)=[CH:39][CH:38]=1. (2) Given the reactants [CH3:1][C:2]1[CH:3]=[C:4]([NH:16][C:17]2[C:27]3[CH:26]=[C:25]([C:28](O)=[O:29])[CH2:24][CH2:23][NH:22][C:21]=3[N:20]=[CH:19][N:18]=2)[CH:5]=[CH:6][C:7]=1[O:8][C:9]1[CH:10]=[N:11][C:12]([CH3:15])=[CH:13][CH:14]=1.Cl.[CH3:32][O:33][CH2:34][CH2:35][O:36][CH2:37][CH2:38][NH2:39].ON1C2C=CC=CC=2N=N1.Cl.C(N=C=NCCCN(C)C)C, predict the reaction product. The product is: [CH3:32][O:33][CH2:34][CH2:35][O:36][CH2:37][CH2:38][NH:39][C:28]([C:25]1[CH2:24][CH2:23][NH:22][C:21]2[N:20]=[CH:19][N:18]=[C:17]([NH:16][C:4]3[CH:5]=[CH:6][C:7]([O:8][C:9]4[CH:10]=[N:11][C:12]([CH3:15])=[CH:13][CH:14]=4)=[C:2]([CH3:1])[CH:3]=3)[C:27]=2[CH:26]=1)=[O:29]. (3) Given the reactants F[C:2]1[CH:24]=[CH:23][C:22]([CH3:25])=[CH:21][C:3]=1[C:4]([N:6]1[CH2:11][CH2:10][N:9]([C:12]([O:14][C:15]([CH3:18])([CH3:17])[CH3:16])=[O:13])[CH2:8][CH:7]1[CH2:19][OH:20])=[O:5].[H-].[Na+], predict the reaction product. The product is: [CH3:25][C:22]1[CH:23]=[CH:24][C:2]2[O:20][CH2:19][CH:7]3[CH2:8][N:9]([C:12]([O:14][C:15]([CH3:18])([CH3:17])[CH3:16])=[O:13])[CH2:10][CH2:11][N:6]3[C:4](=[O:5])[C:3]=2[CH:21]=1. (4) Given the reactants [Br:1][C:2]1[CH:3]=[C:4]2[C:8](=[CH:9][CH:10]=1)[C:7](=[O:11])[NH:6][CH2:5]2.[C:12](O[C:12]([O:14][C:15]([CH3:18])([CH3:17])[CH3:16])=[O:13])([O:14][C:15]([CH3:18])([CH3:17])[CH3:16])=[O:13], predict the reaction product. The product is: [Br:1][C:2]1[CH:3]=[C:4]2[C:8](=[CH:9][CH:10]=1)[C:7](=[O:11])[N:6]([C:12]([O:14][C:15]([CH3:18])([CH3:17])[CH3:16])=[O:13])[CH2:5]2. (5) Given the reactants C([O:8][CH2:9][C:10]([NH:12][C:13]1[CH:18]=[CH:17][C:16]([O:19][C:20](=[O:30])[CH2:21][O:22]CC2C=CC=CC=2)=[CH:15][CH:14]=1)=[O:11])C1C=CC=CC=1, predict the reaction product. The product is: [OH:8][CH2:9][C:10]([NH:12][C:13]1[CH:14]=[CH:15][C:16]([O:19][C:20](=[O:30])[CH2:21][OH:22])=[CH:17][CH:18]=1)=[O:11]. (6) Given the reactants Cl.[NH2:2][CH2:3][CH2:4][SH:5].[H-].[Na+].Cl[C:9]1[CH:14]=[CH:13][CH:12]=[CH:11]N=1.O.O1CCOC[CH2:17]1, predict the reaction product. The product is: [C:11]1([S:5][CH2:4][CH2:3][NH2:2])[CH:17]=[CH:9][CH:14]=[CH:13][CH:12]=1. (7) The product is: [Cl:7][C:8]1[CH:9]=[C:10]([CH:11]=[CH:12][C:13]=1[Cl:14])[O:15][C:20]1[CH:19]=[CH:18][C:17]([F:16])=[CH:25][C:21]=1[C:22]([OH:24])=[O:23]. Given the reactants C(=O)([O-])[O-].[Cs+].[Cs+].[Cl:7][C:8]1[CH:9]=[C:10]([OH:15])[CH:11]=[CH:12][C:13]=1[Cl:14].[F:16][C:17]1[CH:18]=[CH:19][C:20](I)=[C:21]([CH:25]=1)[C:22]([OH:24])=[O:23].Cl, predict the reaction product.